Predict the reaction yield, written as a fraction of the theoretical maximum amount of product (1.0 means a 100% yield; for example, 0.34 means a 34% yield). From a dataset of Reaction yield outcomes from USPTO patents with 853,638 reactions. (1) The reactants are O[CH2:2][CH2:3][C:4]1[CH:9]=[CH:8][C:7]([O:10][C:11](=[O:20])[N:12]([CH3:19])[C:13]2[CH:18]=[CH:17][CH:16]=[CH:15][CH:14]=2)=[CH:6][CH:5]=1.[SH:21][C:22]1[CH:27]=[CH:26][CH:25]=[CH:24][N:23]=1. No catalyst specified. The product is [S:21]=[C:22]1[CH:27]=[CH:26][CH:25]=[CH:24][N:23]1[CH2:2][CH2:3][C:4]1[CH:9]=[CH:8][C:7]([O:10][C:11](=[O:20])[N:12]([CH3:19])[C:13]2[CH:18]=[CH:17][CH:16]=[CH:15][CH:14]=2)=[CH:6][CH:5]=1. The yield is 0.250. (2) The reactants are [C:1]([O:5][C@@H:6]([C:12]1[C:13]([CH3:34])=[N:14][C:15]([CH3:33])=[C:16]([C:26]2[CH:31]=[CH:30][C:29]([OH:32])=[CH:28][CH:27]=2)[C:17]=1[N:18]1[CH2:23][CH2:22][C:21]([CH3:25])([CH3:24])[CH2:20][CH2:19]1)[C:7]([O:9][CH2:10][CH3:11])=[O:8])([CH3:4])([CH3:3])[CH3:2].[F:35][C:36]1[CH:41]=[CH:40][C:39]([CH2:42][CH2:43]O)=[CH:38][C:37]=1[CH3:45].C1C=CC(P(C2C=CC=CC=2)C2C=CC=CC=2)=CC=1.CCOC(/N=N/C(OCC)=O)=O. The catalyst is C1COCC1. The product is [C:1]([O:5][C@@H:6]([C:12]1[C:13]([CH3:34])=[N:14][C:15]([CH3:33])=[C:16]([C:26]2[CH:27]=[CH:28][C:29]([O:32][CH2:43][CH2:42][C:39]3[CH:40]=[CH:41][C:36]([F:35])=[C:37]([CH3:45])[CH:38]=3)=[CH:30][CH:31]=2)[C:17]=1[N:18]1[CH2:19][CH2:20][C:21]([CH3:24])([CH3:25])[CH2:22][CH2:23]1)[C:7]([O:9][CH2:10][CH3:11])=[O:8])([CH3:2])([CH3:3])[CH3:4]. The yield is 0.724. (3) The reactants are [Cl:1][C:2]1[CH:3]=[CH:4][C:5]([OH:12])=[C:6]([NH:8][C:9](=[O:11])[CH3:10])[CH:7]=1.C([O-])([O-])=O.[K+].[K+].[CH2:19]([CH:21]1[O:23][CH2:22]1)Br. The catalyst is CN(C=O)C. The product is [Cl:1][C:2]1[CH:3]=[CH:4][C:5]([O:12][CH2:19][CH:21]2[CH2:22][O:23]2)=[C:6]([NH:8][C:9](=[O:11])[CH3:10])[CH:7]=1. The yield is 0.660. (4) The reactants are [CH3:1][C:2]1[NH:6][C:5]2[C:7]([C:17]([O:19]C)=[O:18])=[CH:8][C:9]([N:11]3[CH2:16][CH2:15][O:14][CH2:13][CH2:12]3)=[CH:10][C:4]=2[N:3]=1.Br[CH:22]([C:24]1[CH:29]=[CH:28][CH:27]=[C:26]([Cl:30])[C:25]=1[CH3:31])[CH3:23].C(=O)([O-])[O-].[K+].[K+].[OH-].[Li+]. The catalyst is CN(C)C=O.O1CCCC1.O. The product is [Cl:30][C:26]1[C:25]([CH3:31])=[C:24]([CH:22]([N:3]2[C:4]3[CH:10]=[C:9]([N:11]4[CH2:12][CH2:13][O:14][CH2:15][CH2:16]4)[CH:8]=[C:7]([C:17]([OH:19])=[O:18])[C:5]=3[N:6]=[C:2]2[CH3:1])[CH3:23])[CH:29]=[CH:28][CH:27]=1. The yield is 0.120. (5) The reactants are [Cl:1][C:2]1[CH:7]=[C:6]([NH:8][C:9]2[C:18]3[C:13](=[CH:14][CH:15]=[CH:16][C:17]=3[O:19][CH2:20][CH:21]3[CH2:26][CH2:25][N:24]([C:27](=[O:30])[CH2:28][OH:29])[CH2:23][CH2:22]3)[N:12]=[CH:11][N:10]=2)[CH:5]=[CH:4][C:3]=1[OH:31].[F:32][C:33]1[CH:34]=[C:35]([CH:38]=[CH:39][CH:40]=1)[CH2:36]Cl. No catalyst specified. The product is [Cl:1][C:2]1[CH:7]=[C:6]([NH:8][C:9]2[C:18]3[C:13](=[CH:14][CH:15]=[CH:16][C:17]=3[O:19][CH2:20][CH:21]3[CH2:26][CH2:25][N:24]([C:27](=[O:30])[CH2:28][OH:29])[CH2:23][CH2:22]3)[N:12]=[CH:11][N:10]=2)[CH:5]=[CH:4][C:3]=1[O:31][CH2:36][C:35]1[CH:38]=[CH:39][CH:40]=[C:33]([F:32])[CH:34]=1. The yield is 0.460. (6) The reactants are C([O:8][C:9]([N:11]1[CH2:15][CH2:14][C@H:13]([NH:16][C:17]([C@@H:19]2[CH2:25][CH2:24][C@@H:23]3[CH2:26][N:20]2[C:21](=[O:35])[N:22]3[O:27]CC2C=CC=CC=2)=[O:18])[CH2:12]1)=[O:10])C1C=CC=CC=1.O1CCCC1.[CH3:41][C:42](OC(OC(O[C:42]([CH3:44])([CH3:43])[CH3:41])=O)=O)([CH3:44])[CH3:43]. The catalyst is [Pd]. The product is [C:42]([O:8][C:9]([N:11]1[CH2:15][CH2:14][C@H:13]([NH:16][C:17]([C@@H:19]2[CH2:25][CH2:24][C@@H:23]3[CH2:26][N:20]2[C:21](=[O:35])[N:22]3[OH:27])=[O:18])[CH2:12]1)=[O:10])([CH3:44])([CH3:43])[CH3:41]. The yield is 0.727. (7) The reactants are Cl[C:2]1[N:6]([CH3:7])[N:5]=[CH:4][C:3]=1[N+:8]([O-:10])=[O:9].[NH:11]1[CH2:16][CH2:15][NH:14][CH2:13][C:12]1=[O:17]. No catalyst specified. The product is [CH3:7][N:6]1[C:2]([N:14]2[CH2:15][CH2:16][NH:11][C:12](=[O:17])[CH2:13]2)=[C:3]([N+:8]([O-:10])=[O:9])[CH:4]=[N:5]1. The yield is 1.00. (8) The reactants are [C:1]12([C:11](=[O:21])[CH2:12][S:13][CH2:14][C:15]3[CH:16]=[N:17][CH:18]=[CH:19][CH:20]=3)[CH2:10][CH:5]3[CH2:6][CH:7]([CH2:9][CH:3]([CH2:4]3)[CH2:2]1)[CH2:8]2.C1C=C(Cl)C=C(C(OO)=[O:30])C=1. The catalyst is C(Cl)Cl. The product is [C:1]12([C:11](=[O:21])[CH2:12][S:13]([CH2:14][C:15]3[CH:16]=[N:17][CH:18]=[CH:19][CH:20]=3)=[O:30])[CH2:10][CH:5]3[CH2:6][CH:7]([CH2:9][CH:3]([CH2:4]3)[CH2:2]1)[CH2:8]2. The yield is 0.920. (9) The reactants are [NH2:1][C:2]1[C:7]([N+:8]([O-:10])=[O:9])=[CH:6][CH:5]=[CH:4][C:3]=1[OH:11].[C:12]([O-])([O-])=O.[K+].[K+].CI.O. The catalyst is CN(C=O)C. The product is [CH3:12][O:11][C:3]1[CH:4]=[CH:5][CH:6]=[C:7]([N+:8]([O-:10])=[O:9])[C:2]=1[NH2:1]. The yield is 0.900.